From a dataset of Forward reaction prediction with 1.9M reactions from USPTO patents (1976-2016). Predict the product of the given reaction. (1) Given the reactants [C:1]([OH:5])(=[O:4])[CH:2]=[CH2:3].C(C1C=C(C)C=C(C(C)(C)C)C=1O)(C)(C)C.C(N(CC)CC)C.[C:29]([Si:35]([CH:40]([CH3:42])[CH3:41])([CH:37]([CH3:39])[CH3:38])Cl)([CH:32]([CH3:34])[CH3:33])([CH3:31])[CH3:30], predict the reaction product. The product is: [C:1]([O:5][Si:35]([C:29]([CH:32]([CH3:34])[CH3:33])([CH3:31])[CH3:30])([CH:40]([CH3:41])[CH3:42])[CH:37]([CH3:38])[CH3:39])(=[O:4])[CH:2]=[CH2:3]. (2) Given the reactants C(=O)([O-])[O-].[K+].[K+].[CH3:7][N:8]=[C:9]=[O:10].[Cl:11][C:12]1[C:13]([O:22][C:23]2[C:27]([CH2:28][CH3:29])=[C:26]([CH3:30])[NH:25][N:24]=2)=[N:14][CH:15]=[C:16]([C:18]([F:21])([F:20])[F:19])[CH:17]=1.Cl, predict the reaction product. The product is: [CH3:7][NH:8][C:9]([N:25]1[C:26]([CH3:30])=[C:27]([CH2:28][CH3:29])[C:23]([O:22][C:13]2[C:12]([Cl:11])=[CH:17][C:16]([C:18]([F:21])([F:20])[F:19])=[CH:15][N:14]=2)=[N:24]1)=[O:10]. (3) Given the reactants [CH3:1][C:2]1([CH3:16])[C:6]([CH3:8])([CH3:7])[O:5][B:4]([C:9]2[CH:14]=[CH:13][C:12]([OH:15])=[CH:11][CH:10]=2)[O:3]1.Br[CH2:18][CH2:19][O:20][CH:21]1[CH2:26][CH2:25][CH2:24][CH2:23][O:22]1.[H-].[Na+].Cl, predict the reaction product. The product is: [CH3:8][C:6]1([CH3:7])[C:2]([CH3:16])([CH3:1])[O:3][B:4]([C:9]2[CH:14]=[CH:13][C:12]([O:15][CH2:18][CH2:19][O:20][CH:21]3[CH2:26][CH2:25][CH2:24][CH2:23][O:22]3)=[CH:11][CH:10]=2)[O:5]1.